This data is from Forward reaction prediction with 1.9M reactions from USPTO patents (1976-2016). The task is: Predict the product of the given reaction. (1) Given the reactants [F:1][CH:2]([F:23])[O:3][C:4]1[CH:9]=[CH:8][C:7]([C:10](=O)[C:11]([C:13]2[CH:18]=[CH:17][CH:16]=[CH:15]C=2)=O)=[CH:6][C:5]=1[CH2:20][CH2:21][OH:22].Cl.[CH3:25][NH:26][C:27]([NH2:29])=[NH:28].[C:30]([O-:33])([O-])=O.[Na+].[Na+], predict the reaction product. The product is: [NH2:29][C:27]1[N:26]([CH3:25])[C:30](=[O:33])[C:10]([C:7]2[CH:8]=[CH:9][C:4]([O:3][CH:2]([F:1])[F:23])=[C:5]([CH2:20][CH2:21][OH:22])[CH:6]=2)([C:11]2[CH:13]=[CH:18][CH:17]=[CH:16][CH:15]=2)[N:28]=1. (2) Given the reactants [Cl:1][C:2]1[CH:7]=[CH:6][C:5]([C:8]#[C:9][CH2:10][CH2:11][OH:12])=[C:4]([O:13][CH3:14])[CH:3]=1.[H][H], predict the reaction product. The product is: [Cl:1][C:2]1[CH:7]=[CH:6][C:5]([CH2:8][CH2:9][CH2:10][CH2:11][OH:12])=[C:4]([O:13][CH3:14])[CH:3]=1. (3) Given the reactants C([O:4][C@@H:5]1[C@@H:18]([O:19]C(=O)C)[C@H:17]([O:23]C(=O)C)[CH2:16][S:15][C@H:6]1[O:7][C:8]1[C:9](Br)=[N:10][CH:11]=[CH:12][CH:13]=1)(=O)C.[F:27][C:28]1[N:33]=[CH:32][C:31](B(O)O)=[CH:30][CH:29]=1, predict the reaction product. The product is: [O:7]([C:8]1[C:9]([C:31]2[CH:32]=[N:33][C:28]([F:27])=[CH:29][CH:30]=2)=[N:10][CH:11]=[CH:12][CH:13]=1)[C@@H:6]1[S:15][CH2:16][C@@H:17]([OH:23])[C@H:18]([OH:19])[C@H:5]1[OH:4]. (4) Given the reactants CN(C)[CH:3]=[CH:4][C:5]([C:7]1[C:8]([CH3:30])=[C:9]([C:20]2[CH:25]=[CH:24][CH:23]=[C:22]([C:26]([F:29])([F:28])[F:27])[CH:21]=2)[C:10]2[N:11]([N:13]=[C:14]([NH:16]C(=O)C)[N:15]=2)[CH:12]=1)=O.[NH:32]([C:34]1[CH:41]=[CH:40][C:37]([C:38]#[N:39])=[CH:36][C:35]=1[S:42]([CH3:45])(=[O:44])=[O:43])[NH2:33].Cl.CCOC(C)=O, predict the reaction product. The product is: [NH2:16][C:14]1[N:15]=[C:10]2[C:9]([C:20]3[CH:25]=[CH:24][CH:23]=[C:22]([C:26]([F:27])([F:28])[F:29])[CH:21]=3)=[C:8]([CH3:30])[C:7]([C:5]3[N:32]([C:34]4[CH:41]=[CH:40][C:37]([C:38]#[N:39])=[CH:36][C:35]=4[S:42]([CH3:45])(=[O:44])=[O:43])[N:33]=[CH:3][CH:4]=3)=[CH:12][N:11]2[N:13]=1. (5) Given the reactants [CH3:1][CH:2]1[CH:6]2[C:7]([NH:9][CH:10]=[C:11]([CH3:12])[CH:5]2[CH2:4][CH2:3]1)=[O:8].I[CH2:14][CH2:15][CH2:16][CH3:17], predict the reaction product. The product is: [CH2:14]([N:9]1[CH:10]=[C:11]([CH3:12])[C@H:5]2[CH2:4][CH2:3][C@H:2]([CH3:1])[C@H:6]2[C:7]1=[O:8])[CH2:15][CH2:16][CH3:17].